Dataset: Experimentally validated miRNA-target interactions with 360,000+ pairs, plus equal number of negative samples. Task: Binary Classification. Given a miRNA mature sequence and a target amino acid sequence, predict their likelihood of interaction. (1) The miRNA is hsa-miR-138-2-3p with sequence GCUAUUUCACGACACCAGGGUU. The protein sequence of the target gene is MKRVNSCVKDEEHVLEELETEGERQLKSLLQHQLDTSVSIEECVSKKKSFAPGTMYKPFGKEAAGTMTLSQFQTLHEKDQETASLRELGLNETEILIWKSHVSGEKRTKLRATPEAIQKRLEDIKERISERQRILCLPQRFSKSKQLTRREMEIEKSLFQGTDRHSFLKALYYQDEPPKKNKGDPMNNLEHFYRETIMKKRLEEFQLLRGESFACHSLVSAASVSGSGTAEKPSLLQDKGKQAAQGKGPRLHVAKLIDFPTEQYWTGPKTLKQPIEFIPEDEIQRNRLSEEEIRNIPMFS.... Result: 0 (no interaction). (2) The miRNA is hsa-miR-30c-1-3p with sequence CUGGGAGAGGGUUGUUUACUCC. The protein sequence of the target gene is MMDSEAHEKRPPILTSSKQDISPHITNVGEMKHYLCGCCAAFNNVAITFPIQKVLFRQQLYGIKTRDAILQLRRDGFRNLYRGILPPLMQKTTTLALMFGLYEDLSCLLHKHVSAPEFATSGVAAVLAGTTEAIFTPLERVQTLLQDHKHHDKFTNTYQAFKALKCHGIGEYYRGLVPILFRNGLSNVLFFGLRGPIKEHLPTATTHSAHLVNDFICGGLLGAMLGFLFFPINVVKTRIQSQIGGEFQSFPKVFQKIWLERDRKLINLFRGAHLNYHRSLISWGIINATYEFLLKVI. Result: 0 (no interaction). (3) The miRNA is hsa-miR-212-3p with sequence UAACAGUCUCCAGUCACGGCC. The protein sequence of the target gene is MELSCSEAPLYGQMMIYAKFDKNVYLPEDAEFYFTYDGSHQRHVMIAERIEDNVLQSSVPGHGLQETVTVSVCLCSEGYSPVTMGSGSVTYVDNMACRLARLLVTQANRLTACSHQTLLTPFALTAGALPALDEELVLALTHLELPLEWTVLGSSSLEVSSHRESLLHLAMRWGLAKLSQFFLCLPGGVQALALPNEEGATPLDLALREGHSKLVEDVTNFQGRWSPSFSRVQLSEEASLHYIHSSETLTLTLNHTAEHLLEADIKLFRKYFWDRAFLVKAFEPEARPEERTAMPSSGAE.... Result: 0 (no interaction).